From a dataset of Reaction yield outcomes from USPTO patents with 853,638 reactions. Predict the reaction yield, written as a fraction of the theoretical maximum amount of product (1.0 means a 100% yield; for example, 0.34 means a 34% yield). (1) The reactants are [N+:1]([O-:4])(O)=[O:2].OS(O)(=O)=O.[F:10][C:11]1[CH:12]=[C:13]([CH:17]=[C:18]([F:21])[C:19]=1[F:20])[C:14]([OH:16])=[O:15]. No catalyst specified. The product is [N+:1]([C:17]1[C:18]([F:21])=[C:19]([F:20])[C:11]([F:10])=[CH:12][C:13]=1[C:14]([OH:16])=[O:15])([O-:4])=[O:2]. The yield is 0.800. (2) The product is [N+:14]([C:3]1[CH:4]=[C:5]([CH:12]=[CH:13][C:2]=1[NH:26][C:25]1[CH:27]=[CH:28][CH:29]=[C:23]([N:17]2[CH2:22][CH2:21][CH2:20][CH2:19][CH2:18]2)[CH:24]=1)[C:6]([O:8][CH:9]([CH3:11])[CH3:10])=[O:7])([O-:16])=[O:15]. The catalyst is CN1C(=O)CCC1. The reactants are Cl[C:2]1[CH:13]=[CH:12][C:5]([C:6]([O:8][CH:9]([CH3:11])[CH3:10])=[O:7])=[CH:4][C:3]=1[N+:14]([O-:16])=[O:15].[N:17]1([C:23]2[CH:24]=[C:25]([CH:27]=[CH:28][CH:29]=2)[NH2:26])[CH2:22][CH2:21][CH2:20][CH2:19][CH2:18]1.C(N(CC)CC)C. The yield is 0.540. (3) The reactants are Br[C:2]1[CH:7]=[CH:6][C:5]([N:8]([C:13]2[C:32]([CH:33]3[CH2:35][CH2:34]3)=[CH:31][C:16]3[C:17]([C:27]([NH:29][CH3:30])=[O:28])=[C:18]([C:20]4[CH:25]=[CH:24][C:23]([F:26])=[CH:22][CH:21]=4)[O:19][C:15]=3[CH:14]=2)[S:9]([CH3:12])(=[O:11])=[O:10])=[CH:4][C:3]=1[CH2:36][CH2:37][OH:38].C([O-])([O-])=O.[K+].[K+].CC1(C)C(C)(C)O[B:48](B2OC(C)(C)C(C)(C)O2)[O:47]1. The catalyst is O1CCOCC1.O.C1C=CC(P(C2C=CC=CC=2)[C-]2C=CC=C2)=CC=1.C1C=CC(P(C2C=CC=CC=2)[C-]2C=CC=C2)=CC=1.Cl[Pd]Cl.[Fe+2]. The product is [CH:33]1([C:32]2[C:13]([N:8]([C:5]3[CH:6]=[CH:7][C:2]4[B:48]([OH:47])[O:38][CH2:37][CH2:36][C:3]=4[CH:4]=3)[S:9]([CH3:12])(=[O:11])=[O:10])=[CH:14][C:15]3[O:19][C:18]([C:20]4[CH:25]=[CH:24][C:23]([F:26])=[CH:22][CH:21]=4)=[C:17]([C:27]([NH:29][CH3:30])=[O:28])[C:16]=3[CH:31]=2)[CH2:34][CH2:35]1. The yield is 0.650. (4) The reactants are [CH2:1]([C:3]1[N:7]([C:8]2[N:16]=[C:15]3[C:11]([N:12]=[C:13]([CH:18]=O)[N:14]3[CH3:17])=[C:10]([N:20]3[CH2:25][CH2:24][O:23][CH2:22][CH2:21]3)[N:9]=2)[C:6]2[CH:26]=[CH:27][CH:28]=[CH:29][C:5]=2[N:4]=1)[CH3:2].[O:30]1[CH2:35][CH2:34][CH:33]([N:36]2[CH2:41][CH2:40][NH:39][CH2:38][CH2:37]2)[CH2:32][CH2:31]1.C(O[BH-](OC(=O)C)OC(=O)C)(=O)C.[Na+]. The catalyst is ClCCCl. The product is [CH2:1]([C:3]1[N:7]([C:8]2[N:16]=[C:15]3[C:11]([N:12]=[C:13]([CH2:18][N:39]4[CH2:40][CH2:41][N:36]([CH:33]5[CH2:34][CH2:35][O:30][CH2:31][CH2:32]5)[CH2:37][CH2:38]4)[N:14]3[CH3:17])=[C:10]([N:20]3[CH2:25][CH2:24][O:23][CH2:22][CH2:21]3)[N:9]=2)[C:6]2[CH:26]=[CH:27][CH:28]=[CH:29][C:5]=2[N:4]=1)[CH3:2]. The yield is 0.870.